This data is from KCNQ2 potassium channel screen with 302,405 compounds. The task is: Binary Classification. Given a drug SMILES string, predict its activity (active/inactive) in a high-throughput screening assay against a specified biological target. The drug is S=C(N1CCOCC1)Nc1ccccc1. The result is 0 (inactive).